Dataset: Forward reaction prediction with 1.9M reactions from USPTO patents (1976-2016). Task: Predict the product of the given reaction. Given the reactants [C:1]([C:5]1[CH:6]=[C:7]([C:12]([CH3:16])([CH3:15])[C:13]#[N:14])[CH:8]=C(C)[CH:10]=1)([CH3:4])([CH3:3])[CH3:2].OS(O)(=O)=O.[CH3:22][C:23]([OH:25])=[O:24], predict the reaction product. The product is: [C:1]([C:5]1[CH:10]=[C:22]([CH:8]=[C:7]([C:12]([C:13]#[N:14])([CH3:16])[CH3:15])[CH:6]=1)[C:23]([OH:25])=[O:24])([CH3:4])([CH3:2])[CH3:3].